Dataset: Full USPTO retrosynthesis dataset with 1.9M reactions from patents (1976-2016). Task: Predict the reactants needed to synthesize the given product. (1) Given the product [Br:1][C:2]1[CH:3]=[C:4]([F:12])[C:5]([C:6]([O:8][CH3:13])=[O:7])=[C:9]([F:11])[CH:10]=1, predict the reactants needed to synthesize it. The reactants are: [Br:1][C:2]1[CH:10]=[C:9]([F:11])[C:5]([C:6]([OH:8])=[O:7])=[C:4]([F:12])[CH:3]=1.[CH3:13][Si](C=[N+]=[N-])(C)C.CC(O)=O. (2) The reactants are: Br[C:2]1[CH:3]=[C:4]2[C:9](=[CH:10][CH:11]=1)[NH:8][CH2:7][CH:6]([NH:12][S:13]([C:16]1[CH:21]=[CH:20][CH:19]=[CH:18][CH:17]=1)(=[O:15])=[O:14])[CH2:5]2.[F:22][C:23]1[CH:28]=[CH:27][C:26](B(O)O)=[CH:25][CH:24]=1.C(N1C2C(=CC(C3C=CC=CC=3)=CC=2)CC(NS(C2C=CC=CC=2)(=O)=O)C1)C1C=CC=CC=1. Given the product [F:22][C:23]1[CH:28]=[CH:27][C:26]([C:2]2[CH:3]=[C:4]3[C:9](=[CH:10][CH:11]=2)[NH:8][CH2:7][CH:6]([NH:12][S:13]([C:16]2[CH:21]=[CH:20][CH:19]=[CH:18][CH:17]=2)(=[O:15])=[O:14])[CH2:5]3)=[CH:25][CH:24]=1, predict the reactants needed to synthesize it. (3) Given the product [Cl:22][C:5]1[C:6]([NH:8][C:9]2[CH:14]=[CH:13][C:12]([O:15][CH3:16])=[CH:11][C:10]=2[NH:17][S:18]([CH3:21])(=[O:20])=[O:19])=[N:7][C:2]([NH:27][C:26]2[CH:28]=[CH:29][C:30]([O:32][CH3:33])=[CH:31][C:25]=2[O:24][CH3:23])=[N:3][CH:4]=1, predict the reactants needed to synthesize it. The reactants are: Cl[C:2]1[N:7]=[C:6]([NH:8][C:9]2[CH:14]=[CH:13][C:12]([O:15][CH3:16])=[CH:11][C:10]=2[NH:17][S:18]([CH3:21])(=[O:20])=[O:19])[C:5]([Cl:22])=[CH:4][N:3]=1.[CH3:23][O:24][C:25]1[CH:31]=[C:30]([O:32][CH3:33])[CH:29]=[CH:28][C:26]=1[NH2:27]. (4) Given the product [F:26][C:25]([F:28])([F:27])[S:22]([O:12][C:11]1[CH2:10][CH2:9][CH2:8][CH2:7][C:6]=1[C:4]([O:3][CH2:2][CH3:1])=[O:5])(=[O:24])=[O:23], predict the reactants needed to synthesize it. The reactants are: [CH3:1][CH2:2][O:3][C:4]([CH:6]1[C:11](=[O:12])[CH2:10][CH2:9][CH2:8][CH2:7]1)=[O:5].CCN(C(C)C)C(C)C.[S:22](O[S:22]([C:25]([F:28])([F:27])[F:26])(=[O:24])=[O:23])([C:25]([F:28])([F:27])[F:26])(=[O:24])=[O:23]. (5) Given the product [N:1]1[CH:6]=[CH:5][CH:4]=[CH:3][C:2]=1[C:7]1[O:8][C:9]2[CH2:14][CH2:13][N:12]([C:17]3[CH:18]=[C:19]([CH:22]=[CH:23][N:24]=3)[C:20]#[N:21])[CH2:11][C:10]=2[N:15]=1, predict the reactants needed to synthesize it. The reactants are: [N:1]1[CH:6]=[CH:5][CH:4]=[CH:3][C:2]=1[C:7]1[O:8][C:9]2[CH2:14][CH2:13][NH:12][CH2:11][C:10]=2[N:15]=1.Br[C:17]1[CH:18]=[C:19]([CH:22]=[CH:23][N:24]=1)[C:20]#[N:21].CCN(C(C)C)C(C)C.O. (6) Given the product [Cl:3][CH2:21][C:17]1[CH:16]=[C:15]([S:12]([N:6]2[CH2:11][CH2:10][CH2:9][CH2:8][CH2:7]2)(=[O:14])=[O:13])[CH:20]=[CH:19][CH:18]=1, predict the reactants needed to synthesize it. The reactants are: P(Cl)(Cl)([Cl:3])=O.[N:6]1([S:12]([C:15]2[CH:16]=[C:17]([CH2:21]O)[CH:18]=[CH:19][CH:20]=2)(=[O:14])=[O:13])[CH2:11][CH2:10][CH2:9][CH2:8][CH2:7]1.C(=O)([O-])[O-].[Na+].[Na+]. (7) Given the product [Cl:1][C:2]1[C:3]([CH3:21])=[CH:4][C:5]2[S:10][CH:9]([C:11]([F:13])([F:12])[F:14])[C:8]([C:15]([OH:17])=[O:16])=[CH:7][C:6]=2[CH:20]=1, predict the reactants needed to synthesize it. The reactants are: [Cl:1][C:2]1[C:3]([CH3:21])=[CH:4][C:5]2[S:10][CH:9]([C:11]([F:14])([F:13])[F:12])[C:8]([C:15]([O:17]CC)=[O:16])=[CH:7][C:6]=2[CH:20]=1.[OH-].[Na+]. (8) Given the product [ClH:27].[CH3:25][O:24][C:22](=[O:23])[C:21]([NH:20][C:17]1[CH:16]=[N:15][C:14]([N:11]2[CH2:10][CH2:9][NH:8][CH2:13][CH2:12]2)=[N:19][CH:18]=1)=[O:26], predict the reactants needed to synthesize it. The reactants are: C(OC([N:8]1[CH2:13][CH2:12][N:11]([C:14]2[N:19]=[CH:18][C:17]([NH:20][C:21](=[O:26])[C:22]([O:24][CH3:25])=[O:23])=[CH:16][N:15]=2)[CH2:10][CH2:9]1)=O)(C)(C)C.[ClH:27].